Predict the reactants needed to synthesize the given product. From a dataset of Full USPTO retrosynthesis dataset with 1.9M reactions from patents (1976-2016). (1) Given the product [CH3:32][N:33]([CH3:34])[C:27]1[CH:28]=[C:23]([S:20]([NH:19][C@H:16]2[CH2:17][CH2:18][C@H:13]([C:11]([NH:10][C@@H:8]([C:5]3[CH:6]=[CH:7][C:2]([F:1])=[CH:3][CH:4]=3)[CH3:9])=[O:12])[CH2:14][CH2:15]2)(=[O:22])=[O:21])[CH:24]=[N:25][C:26]=1[O:30][CH3:31], predict the reactants needed to synthesize it. The reactants are: [F:1][C:2]1[CH:7]=[CH:6][C:5]([C@H:8]([NH:10][C:11]([C@H:13]2[CH2:18][CH2:17][C@H:16]([NH:19][S:20]([C:23]3[CH:24]=[N:25][C:26]([O:30][CH3:31])=[C:27](Br)[CH:28]=3)(=[O:22])=[O:21])[CH2:15][CH2:14]2)=[O:12])[CH3:9])=[CH:4][CH:3]=1.[CH3:32][NH:33][CH3:34].C1COCC1.CC(C1C=C(C(C)C)C(C2C=CC=CC=2P(C2CCCCC2)C2CCCCC2)=C(C(C)C)C=1)C.CC(C)([O-])C.[Na+]. (2) Given the product [F:1][CH:2]([F:16])[N:3]1[C:4](=[O:15])[CH:5]=[CH:6][C:7]([N:9]2[CH:13]=[CH:12][C:11]([N:28]3[CH2:29][CH2:30][O:31][C@@:26]([C@@H:18]([OH:17])[C:19]([O:21][C:22]([CH3:24])([CH3:23])[CH3:25])=[O:20])([CH3:33])[C:27]3=[O:32])=[N:10]2)=[CH:8]1, predict the reactants needed to synthesize it. The reactants are: [F:1][CH:2]([F:16])[N:3]1[CH:8]=[C:7]([N:9]2[CH:13]=[CH:12][C:11](I)=[N:10]2)[CH:6]=[CH:5][C:4]1=[O:15].[OH:17][C@H:18]([C@@:26]1([CH3:33])[O:31][CH2:30][CH2:29][NH:28][C:27]1=[O:32])[C:19]([O:21][C:22]([CH3:25])([CH3:24])[CH3:23])=[O:20].BrC1C=CC(=O)N(C(F)F)C=1.NC1C=CNN=1.